From a dataset of Forward reaction prediction with 1.9M reactions from USPTO patents (1976-2016). Predict the product of the given reaction. The product is: [Br:11][CH2:1][C:2]1[CH:10]=[CH:9][C:5]2=[N:6][S:7][N:8]=[C:4]2[CH:3]=1. Given the reactants [CH3:1][C:2]1[CH:10]=[CH:9][C:5]2=[N:6][S:7][N:8]=[C:4]2[CH:3]=1.[Br:11]N1C(=O)CCC1=O.CC(N=NC(C#N)(C)C)(C#N)C, predict the reaction product.